From a dataset of NCI-60 drug combinations with 297,098 pairs across 59 cell lines. Regression. Given two drug SMILES strings and cell line genomic features, predict the synergy score measuring deviation from expected non-interaction effect. (1) Drug 1: C1=CC(=C2C(=C1NCCNCCO)C(=O)C3=C(C=CC(=C3C2=O)O)O)NCCNCCO. Drug 2: CCN(CC)CCCC(C)NC1=C2C=C(C=CC2=NC3=C1C=CC(=C3)Cl)OC. Cell line: A549. Synergy scores: CSS=50.6, Synergy_ZIP=5.15, Synergy_Bliss=7.06, Synergy_Loewe=-7.67, Synergy_HSA=7.79. (2) Drug 1: CC1=C2C(C(=O)C3(C(CC4C(C3C(C(C2(C)C)(CC1OC(=O)C(C(C5=CC=CC=C5)NC(=O)OC(C)(C)C)O)O)OC(=O)C6=CC=CC=C6)(CO4)OC(=O)C)O)C)O. Drug 2: C1=NNC2=C1C(=O)NC=N2. Cell line: UACC-257. Synergy scores: CSS=8.79, Synergy_ZIP=-2.13, Synergy_Bliss=-0.0214, Synergy_Loewe=-0.642, Synergy_HSA=1.60.